From a dataset of CYP2C19 inhibition data for predicting drug metabolism from PubChem BioAssay. Regression/Classification. Given a drug SMILES string, predict its absorption, distribution, metabolism, or excretion properties. Task type varies by dataset: regression for continuous measurements (e.g., permeability, clearance, half-life) or binary classification for categorical outcomes (e.g., BBB penetration, CYP inhibition). Dataset: cyp2c19_veith. (1) The molecule is CC1CC(C)CN(C/C=C/c2ccccc2[N+](=O)[O-])C1. The result is 1 (inhibitor). (2) The result is 0 (non-inhibitor). The drug is COc1ccccc1CN1CCCC2(CCN(C(=O)c3c(C)noc3C)CC2)C1. (3) The molecule is Cc1sc(NC(=O)CN2CCOCC2)c(C(=O)c2ccccc2)c1C. The result is 1 (inhibitor). (4) The molecule is O=C(COC(=O)c1ccccc1Nc1cccc(C(F)(F)F)c1)NCc1ccco1. The result is 1 (inhibitor). (5) The compound is COc1ccc2c(c1)c(CC(=O)O)c(C)n2Cc1ccc(Cl)cc1. The result is 1 (inhibitor). (6) The compound is CC/C=C\CC[C@H](OC(=O)c1ccc(Br)cc1)C1=CCCCC1=O. The result is 1 (inhibitor). (7) The drug is CC(C)(C)OC(=O)N1CCCC1C(=O)NCCc1ccccc1. The result is 1 (inhibitor).